The task is: Predict the reaction yield, written as a fraction of the theoretical maximum amount of product (1.0 means a 100% yield; for example, 0.34 means a 34% yield).. This data is from Reaction yield outcomes from USPTO patents with 853,638 reactions. (1) The product is [CH3:1][O:2][C:3]1([CH2:22][C:23]2[CH:28]=[CH:27][CH:26]=[CH:25][C:24]=2[CH3:29])[CH2:4][CH2:5][CH:6]([N:9]2[CH2:10][CH2:11][NH:12][CH2:13][CH2:14]2)[CH2:7][CH2:8]1. The yield is 1.00. The catalyst is ClCCl.C(OCC)C. The reactants are [CH3:1][O:2][C:3]1([CH2:22][C:23]2[CH:28]=[CH:27][CH:26]=[CH:25][C:24]=2[CH3:29])[CH2:8][CH2:7][CH:6]([N:9]2[CH2:14][CH2:13][N:12](C(OC(C)(C)C)=O)[CH2:11][CH2:10]2)[CH2:5][CH2:4]1.Cl. (2) The reactants are [NH2:1][C:2]1[CH:7]=[CH:6][C:5]([CH:8]2[CH2:11][O:10][CH2:9]2)=[CH:4][C:3]=1[NH:12][C:13](=O)[CH2:14][CH2:15][CH:16]1[CH2:19][CH:18]([N:20]([CH2:22][C@@H:23]2[C@@H:30]3[C@@H:26]([O:27][C:28]([CH3:32])([CH3:31])[O:29]3)[C@H:25]([N:33]3[CH:41]=[N:40][C:39]4[C:34]3=[N:35][CH:36]=[N:37][C:38]=4[NH2:42])[O:24]2)[CH3:21])[CH2:17]1.C(O)(=O)C. The catalyst is C(Cl)Cl. The product is [CH3:31][C:28]1([CH3:32])[O:29][C@@H:30]2[C@@H:23]([CH2:22][N:20]([CH3:21])[CH:18]3[CH2:17][CH:16]([CH2:15][CH2:14][C:13]4[NH:1][C:2]5[CH:7]=[CH:6][C:5]([CH:8]6[CH2:9][O:10][CH2:11]6)=[CH:4][C:3]=5[N:12]=4)[CH2:19]3)[O:24][C@@H:25]([N:33]3[CH:41]=[N:40][C:39]4[C:34]3=[N:35][CH:36]=[N:37][C:38]=4[NH2:42])[C@@H:26]2[O:27]1. The yield is 0.650. (3) The reactants are [C:1]([O:5][C:6]([N:8]1[CH2:13][CH2:12][CH:11]([NH:14][C:15]2[C:20]([N+:21]([O-])=O)=[CH:19][N:18]=[C:17]3[N:24]([S:27]([C:30]4[CH:35]=[CH:34][CH:33]=[CH:32][CH:31]=4)(=[O:29])=[O:28])[CH:25]=[CH:26][C:16]=23)[CH2:10][CH2:9]1)=[O:7])([CH3:4])([CH3:3])[CH3:2]. The catalyst is C(O)(=O)C.[OH-].[Pd+2].[OH-]. The product is [C:1]([O:5][C:6]([N:8]1[CH2:9][CH2:10][CH:11]([NH:14][C:15]2[C:20]([NH2:21])=[CH:19][N:18]=[C:17]3[N:24]([S:27]([C:30]4[CH:35]=[CH:34][CH:33]=[CH:32][CH:31]=4)(=[O:28])=[O:29])[CH:25]=[CH:26][C:16]=23)[CH2:12][CH2:13]1)=[O:7])([CH3:4])([CH3:2])[CH3:3]. The yield is 0.820. (4) The reactants are [F:1][CH:2]([F:35])[C:3]1[N:7]([C:8]2[N:13]=[C:12]3[N:14]([CH:17]4[CH2:22][CH2:21][NH:20][CH2:19][CH2:18]4)[N:15]=[CH:16][C:11]3=[C:10]([N:23]3[CH2:28][CH2:27][O:26][CH2:25][CH2:24]3)[N:9]=2)[C:6]2[CH:29]=[CH:30][CH:31]=[C:32]([O:33][CH3:34])[C:5]=2[N:4]=1.CCN(C(C)C)C(C)C.Cl[CH2:46][CH2:47][S:48](Cl)(=[O:50])=[O:49].O. The catalyst is C(Cl)Cl. The product is [F:35][CH:2]([F:1])[C:3]1[N:7]([C:8]2[N:13]=[C:12]3[N:14]([CH:17]4[CH2:22][CH2:21][N:20]([S:48]([CH:47]=[CH2:46])(=[O:50])=[O:49])[CH2:19][CH2:18]4)[N:15]=[CH:16][C:11]3=[C:10]([N:23]3[CH2:24][CH2:25][O:26][CH2:27][CH2:28]3)[N:9]=2)[C:6]2[CH:29]=[CH:30][CH:31]=[C:32]([O:33][CH3:34])[C:5]=2[N:4]=1. The yield is 0.450. (5) The reactants are Br[C:2]1[CH:8]=[CH:7][C:5]([NH2:6])=[C:4]([N+:9]([O-])=O)[CH:3]=1.[C:12]([O:16][C:17]([N:19]1[C:27]2[C:22](=[CH:23][CH:24]=[CH:25][CH:26]=2)[CH:21]=[C:20]1B(O)O)=[O:18])([CH3:15])([CH3:14])[CH3:13].C(=O)(O)[O-].[Na+].CN(C=O)C. The catalyst is CO.[Pd].C1C=CC(P(C2C=CC=CC=2)C2C=CC=CC=2)=CC=1.C1C=CC(P(C2C=CC=CC=2)C2C=CC=CC=2)=CC=1.Cl[Pd]Cl.O. The product is [C:12]([O:16][C:17]([N:19]1[C:27]2[C:22](=[CH:23][CH:24]=[CH:25][CH:26]=2)[CH:21]=[C:20]1[C:2]1[CH:8]=[CH:7][C:5]([NH2:6])=[C:4]([NH2:9])[CH:3]=1)=[O:18])([CH3:15])([CH3:13])[CH3:14]. The yield is 0.990.